The task is: Predict the reactants needed to synthesize the given product.. This data is from Full USPTO retrosynthesis dataset with 1.9M reactions from patents (1976-2016). (1) Given the product [CH2:28]([C:27]1[CH:26]=[C:25]([O:30][CH2:31][CH2:32][CH2:33][S:34]([CH3:37])(=[O:36])=[O:35])[CH:24]=[C:23]([CH2:38][CH3:39])[C:22]=1[C:18]1[CH:19]=[CH:20][CH:21]=[C:16]([CH2:15][O:14][C:12]2[CH:11]=[CH:10][C:9]3[C@H:5]([CH2:4][C:3]([OH:40])=[O:2])[CH2:6][O:7][C:8]=3[CH:13]=2)[CH:17]=1)[CH3:29], predict the reactants needed to synthesize it. The reactants are: C[O:2][C:3](=[O:40])[CH2:4][C@H:5]1[C:9]2[CH:10]=[CH:11][C:12]([O:14][CH2:15][C:16]3[CH:17]=[C:18]([C:22]4[C:27]([CH2:28][CH3:29])=[CH:26][C:25]([O:30][CH2:31][CH2:32][CH2:33][S:34]([CH3:37])(=[O:36])=[O:35])=[CH:24][C:23]=4[CH2:38][CH3:39])[CH:19]=[CH:20][CH:21]=3)=[CH:13][C:8]=2[O:7][CH2:6]1.CO.[OH-].[Na+].C(O)(=O)CC(CC(O)=O)(C(O)=O)O. (2) Given the product [C:62]([C:52]1[C:53]([CH2:58][CH:59]([CH3:61])[CH3:60])=[N:54][C:55]2[C:50]([C:51]=1[C:64]1[CH:69]=[CH:68][C:67]([CH3:70])=[CH:66][CH:65]=1)=[CH:49][C:48]([NH:73][CH2:72][CH2:71][NH:74][C:81](=[O:82])[O:83][C:84]([CH3:87])([CH3:86])[CH3:85])=[CH:57][CH:56]=2)#[N:63], predict the reactants needed to synthesize it. The reactants are: C1(P(C2C=CC=CC=2)C2C=CC3C(=CC=CC=3)C=2C2C3C(=CC=CC=3)C=CC=2P(C2C=CC=CC=2)C2C=CC=CC=2)C=CC=CC=1.Br[C:48]1[CH:49]=[C:50]2[C:55](=[CH:56][CH:57]=1)[N:54]=[C:53]([CH2:58][CH:59]([CH3:61])[CH3:60])[C:52]([C:62]#[N:63])=[C:51]2[C:64]1[CH:69]=[CH:68][C:67]([CH3:70])=[CH:66][CH:65]=1.[CH2:71]([NH2:74])[CH2:72][NH2:73].CC(C)([O-])C.[Na+].[C:81](OC(OC(C)(C)C)=O)([O:83][C:84]([CH3:87])([CH3:86])[CH3:85])=[O:82]. (3) Given the product [ClH:16].[CH3:1][O:2][C:3]1[CH:8]=[CH:7][C:6]([C:9]2[CH:10]=[CH:11][C:12](=[O:15])[N:13]([CH2:17][C:18]3[CH:23]=[N:22][C:21]([C:24]([F:27])([F:25])[F:26])=[CH:20][CH:19]=3)[CH:14]=2)=[CH:5][CH:4]=1, predict the reactants needed to synthesize it. The reactants are: [CH3:1][O:2][C:3]1[CH:8]=[CH:7][C:6]([C:9]2[CH:10]=[CH:11][C:12](=[O:15])[NH:13][CH:14]=2)=[CH:5][CH:4]=1.[Cl:16][CH2:17][C:18]1[CH:19]=[CH:20][C:21]([C:24]([F:27])([F:26])[F:25])=[N:22][CH:23]=1. (4) Given the product [CH3:1][O:2][C:3]1[CH:10]=[CH:9][C:6]([CH2:7][NH:8][C:20]([N:11]2[C:15]3[CH:16]=[CH:17][CH:18]=[CH:19][C:14]=3[N:13]=[N:12]2)=[NH:21])=[CH:5][CH:4]=1, predict the reactants needed to synthesize it. The reactants are: [CH3:1][O:2][C:3]1[CH:10]=[CH:9][C:6]([CH2:7][NH2:8])=[CH:5][CH:4]=1.[N:11]1([C:20](N2C3C=CC=CC=3N=N2)=[NH:21])[C:15]2[CH:16]=[CH:17][CH:18]=[CH:19][C:14]=2[N:13]=[N:12]1.